This data is from Full USPTO retrosynthesis dataset with 1.9M reactions from patents (1976-2016). The task is: Predict the reactants needed to synthesize the given product. (1) Given the product [CH3:11][S:8]([C:5]1[CH:6]=[CH:7][C:2]([N:33]2[CH:34]=[CH:35][C:31]([CH3:30])=[N:32]2)=[C:3]([C:12]([N:14]2[CH2:19][CH2:18][N:17]([C:20]3[CH:25]=[CH:24][C:23]([C:26]([F:29])([F:28])[F:27])=[CH:22][CH:21]=3)[CH2:16][CH2:15]2)=[O:13])[CH:4]=1)(=[O:10])=[O:9], predict the reactants needed to synthesize it. The reactants are: I[C:2]1[CH:7]=[CH:6][C:5]([S:8]([CH3:11])(=[O:10])=[O:9])=[CH:4][C:3]=1[C:12]([N:14]1[CH2:19][CH2:18][N:17]([C:20]2[CH:25]=[CH:24][C:23]([C:26]([F:29])([F:28])[F:27])=[CH:22][CH:21]=2)[CH2:16][CH2:15]1)=[O:13].[CH3:30][C:31]1[CH:35]=[CH:34][NH:33][N:32]=1. (2) The reactants are: [CH3:1][N:2]([CH3:7])[CH2:3][CH2:4][CH2:5][OH:6].CCOC(/N=N/C(OCC)=O)=O.[Br:20][C:21]1[CH:26]=[CH:25][C:24](O)=[CH:23][C:22]=1[CH3:28].C1C=CC(P(C2C=CC=CC=2)C2C=CC=CC=2)=CC=1. Given the product [Br:20][C:21]1[CH:26]=[CH:25][C:24]([O:6][CH2:5][CH2:4][CH2:3][N:2]([CH3:7])[CH3:1])=[CH:23][C:22]=1[CH3:28], predict the reactants needed to synthesize it.